From a dataset of Full USPTO retrosynthesis dataset with 1.9M reactions from patents (1976-2016). Predict the reactants needed to synthesize the given product. (1) Given the product [Cl:1][C:2]1[CH:3]=[CH:4][C:5]([C:8]2[CH:9]=[N:10][CH:11]=[C:12]3[C:17]=2[N:16]=[C:15]([C:18]([NH:24][CH:21]([CH3:23])[CH3:22])=[O:20])[CH:14]=[CH:13]3)=[CH:6][CH:7]=1, predict the reactants needed to synthesize it. The reactants are: [Cl:1][C:2]1[CH:7]=[CH:6][C:5]([C:8]2[CH:9]=[N:10][CH:11]=[C:12]3[C:17]=2[N:16]=[C:15]([C:18]([OH:20])=O)[CH:14]=[CH:13]3)=[CH:4][CH:3]=1.[CH:21]([N:24](CC)C(C)C)([CH3:23])[CH3:22].F[P-](F)(F)(F)(F)F.N1(OC(N(C)C)=[N+](C)C)C2N=CC=CC=2N=N1.CC(N)C. (2) Given the product [ClH:18].[Cl:18][C:19]1[CH:20]=[C:21]([CH2:26][C:27]([N:2]([C@@H:3]([C:12]2[CH:17]=[CH:16][CH:15]=[CH:14][CH:13]=2)[CH2:4][N:5]2[CH2:9][C@@H:8]([OH:10])[C@H:7]([OH:11])[CH2:6]2)[CH3:1])=[O:29])[CH:22]=[CH:23][C:24]=1[Cl:25].[ClH:18], predict the reactants needed to synthesize it. The reactants are: [CH3:1][NH:2][C@@H:3]([C:12]1[CH:17]=[CH:16][CH:15]=[CH:14][CH:13]=1)[CH2:4][N:5]1[CH2:9][C@@H:8]([OH:10])[C@H:7]([OH:11])[CH2:6]1.[Cl:18][C:19]1[CH:20]=[C:21]([CH2:26][C:27]([OH:29])=O)[CH:22]=[CH:23][C:24]=1[Cl:25].C(N(CC)C(C)C)(C)C.F[B-](F)(F)F.N1(OC(N(C)C)=[N+](C)C)C2C=CC=CC=2N=N1. (3) Given the product [Br:24][C:11]1[CH:12]=[CH:13][C:14]([F:15])=[C:9]([C:3]2[C:2]([F:1])=[CH:7][C:6]([F:8])=[CH:5][N:4]=2)[CH:10]=1, predict the reactants needed to synthesize it. The reactants are: [F:1][C:2]1[C:3]([C:9]2[CH:10]=[C:11](N)[CH:12]=[CH:13][C:14]=2[F:15])=[N:4][CH:5]=[C:6]([F:8])[CH:7]=1.N([O-])=O.[Na+].[OH-].[Na+].N.[BrH:24]. (4) Given the product [CH2:31]([O:1][C:2]1[CH:11]=[C:10]([C:25]2[CH:26]=[CH:27][C:22]([F:21])=[CH:23][CH:24]=2)[CH:9]=[CH:8][C:3]=1[C:4]([O:6][CH3:7])=[O:5])[CH3:32], predict the reactants needed to synthesize it. The reactants are: [OH:1][C:2]1[CH:11]=[C:10](I)[CH:9]=[CH:8][C:3]=1[C:4]([O:6][CH3:7])=[O:5].P([O-])([O-])([O-])=O.[K+].[K+].[K+].[F:21][C:22]1[CH:27]=[CH:26][C:25](B(O)O)=[CH:24][CH:23]=1.[CH:31]1(P(C2CCCCC2)C2CCCCC2)CCCC[CH2:32]1. (5) Given the product [Cl:1][C:2]1[CH:7]=[CH:6][CH:5]=[CH:4][C:3]=1[N:8]1[C:12]2[CH2:13][CH2:14][N:15]([C:32]3[CH:39]=[CH:38][C:35]([C:36]#[N:37])=[CH:34][CH:33]=3)[CH2:16][C:11]=2[CH:10]=[C:9]1[C:17]1[CH:22]=[CH:21][C:20]([O:23][CH3:24])=[CH:19][CH:18]=1, predict the reactants needed to synthesize it. The reactants are: [Cl:1][C:2]1[CH:7]=[CH:6][CH:5]=[CH:4][C:3]=1[N:8]1[C:16]2[NH:15][CH2:14][CH2:13][CH2:12][C:11]=2[CH:10]=[C:9]1[C:17]1[CH:22]=[CH:21][C:20]([O:23][CH3:24])=[CH:19][CH:18]=1.C([O-])([O-])=O.[K+].[K+].F[C:32]1[CH:39]=[CH:38][C:35]([C:36]#[N:37])=[CH:34][CH:33]=1.O. (6) Given the product [N:1]1([C:6]2[CH:7]=[CH:8][C:9]([C:12](=[O:28])[CH:13]=[C:14]([C:20]3[CH:25]=[C:24]([Cl:26])[CH:23]=[C:22]([Cl:27])[CH:21]=3)[C:15]([F:18])([F:16])[F:17])=[CH:10][CH:11]=2)[CH:5]=[N:4][CH:3]=[N:2]1, predict the reactants needed to synthesize it. The reactants are: [N:1]1([C:6]2[CH:11]=[CH:10][C:9]([C:12](=[O:28])[CH2:13][C:14]([C:20]3[CH:25]=[C:24]([Cl:26])[CH:23]=[C:22]([Cl:27])[CH:21]=3)(O)[C:15]([F:18])([F:17])[F:16])=[CH:8][CH:7]=2)[CH:5]=[N:4][CH:3]=[N:2]1.S(Cl)(Cl)=O.N1C=CC=CC=1. (7) Given the product [Cl:21][C:19]1[CH:18]=[CH:17][CH:16]=[C:15]2[C:20]=1[C:12]([C:10]([NH:9][CH2:8][CH:5]1[CH2:6][CH2:7][C:2]([F:1])([F:22])[CH2:3][CH2:4]1)=[O:11])=[CH:13][N:14]2[CH2:36][CH:32]1[CH2:33][CH2:34][CH2:35][NH:30][CH2:31]1, predict the reactants needed to synthesize it. The reactants are: [F:1][C:2]1([F:22])[CH2:7][CH2:6][CH:5]([CH2:8][NH:9][C:10]([C:12]2[C:20]3[C:15](=[CH:16][CH:17]=[CH:18][C:19]=3[Cl:21])[NH:14][CH:13]=2)=[O:11])[CH2:4][CH2:3]1.C(OC([N:30]1[CH2:35][CH2:34][CH2:33][CH:32]([CH2:36]O)[CH2:31]1)=O)(C)(C)C.C(P(=CC#N)(CCCC)CCCC)CCC.